This data is from Full USPTO retrosynthesis dataset with 1.9M reactions from patents (1976-2016). The task is: Predict the reactants needed to synthesize the given product. (1) Given the product [C:8]([C:7]1[C:2]([C:27]([C:28]2[CH:29]=[C:30]([CH:33]=[C:34]([CH3:36])[CH:35]=2)[C:31]#[N:32])=[O:43])=[N:3][C:4]([O:18][CH2:19][CH2:20][Si:21]([CH3:24])([CH3:23])[CH3:22])=[N:5][C:6]=1[O:11][CH2:12][CH2:13][Si:14]([CH3:17])([CH3:16])[CH3:15])([CH3:10])=[CH2:9], predict the reactants needed to synthesize it. The reactants are: Cl[C:2]1[C:7]([C:8]([CH3:10])=[CH2:9])=[C:6]([O:11][CH2:12][CH2:13][Si:14]([CH3:17])([CH3:16])[CH3:15])[N:5]=[C:4]([O:18][CH2:19][CH2:20][Si:21]([CH3:24])([CH3:23])[CH3:22])[N:3]=1.C([CH2:27][C:28]1[CH:29]=[C:30]([CH:33]=[C:34]([CH3:36])[CH:35]=1)[C:31]#[N:32])#N.[H-].[Na+].CN(C=[O:43])C. (2) Given the product [C:1]([C:5]1[CH:6]=[C:7]([NH:20][C:21]([NH:23][C:24]2[C:33]3[C:28](=[CH:29][CH:30]=[CH:31][CH:32]=3)[C:27]([O:34][C:35]3[CH:40]=[CH:39][N:38]=[C:37]([NH:41][C:42]4[CH:47]=[CH:46][CH:45]=[C:44]([O:55][CH3:56])[CH:43]=4)[CH:36]=3)=[CH:26][CH:25]=2)=[O:22])[C:8]([O:18][CH3:19])=[C:9]([CH:17]=1)[C:10]([OH:11])=[O:51])([CH3:3])([CH3:2])[CH3:4], predict the reactants needed to synthesize it. The reactants are: [C:1]([C:5]1[CH:6]=[C:7]([NH:20][C:21]([NH:23][C:24]2[C:33]3[C:28](=[CH:29][CH:30]=[CH:31][CH:32]=3)[C:27]([O:34][C:35]3[CH:40]=[CH:39][N:38]=[C:37]([NH:41][C:42]4[CH:47]=[CH:46][CH:45]=[C:44](OC)[CH:43]=4)[CH:36]=3)=[CH:26][CH:25]=2)=[O:22])[C:8]([O:18][CH3:19])=[C:9]([CH:17]=1)[C:10](NC1COC1)=[O:11])([CH3:4])([CH3:3])[CH3:2].C[OH:51].C1[CH2:56][O:55]CC1. (3) Given the product [CH:1]([C:4]1[N:5]=[C:6](/[CH:9]=[CH:10]/[C:11]2[CH:37]=[CH:36][N:14]3[C:15](=[O:35])[C:16](/[CH:26]=[CH:27]/[C:28]([OH:30])=[O:29])=[C:17]([O:19][CH2:20][CH:21]4[CH2:25][CH2:24][O:23][CH2:22]4)[N:18]=[C:13]3[CH:12]=2)[S:7][CH:8]=1)([CH3:3])[CH3:2], predict the reactants needed to synthesize it. The reactants are: [CH:1]([C:4]1[N:5]=[C:6](/[CH:9]=[CH:10]/[C:11]2[CH:37]=[CH:36][N:14]3[C:15](=[O:35])[C:16](/[CH:26]=[CH:27]/[C:28]([O:30]C(C)(C)C)=[O:29])=[C:17]([O:19][CH2:20][CH:21]4[CH2:25][CH2:24][O:23][CH2:22]4)[N:18]=[C:13]3[CH:12]=2)[S:7][CH:8]=1)([CH3:3])[CH3:2].C(C1N=C(CCC2C=CN3C(=O)C(/C=C/C4NN=NN=4)=C(OCC4CCOC4)N=C3C=2)SC=1)(C)C.Cl. (4) Given the product [Cl:1][C:2]1[CH:3]=[C:4]([CH:17]=[CH:18][C:19]=1[O:20][CH2:21][C:22]1[CH:27]=[CH:26][CH:25]=[CH:24][N:23]=1)[NH:5][C:6]1[C:15]2[C:10](=[CH:11][CH:12]=[CH:13][C:14]=2[O:16][CH2:29][CH2:30][Cl:31])[N:9]=[CH:8][N:7]=1, predict the reactants needed to synthesize it. The reactants are: [Cl:1][C:2]1[CH:3]=[C:4]([CH:17]=[CH:18][C:19]=1[O:20][CH2:21][C:22]1[CH:27]=[CH:26][CH:25]=[CH:24][N:23]=1)[NH:5][C:6]1[C:15]2[C:10](=[CH:11][CH:12]=[CH:13][C:14]=2[OH:16])[N:9]=[CH:8][N:7]=1.Br[CH2:29][CH2:30][Cl:31]. (5) Given the product [NH2:23][C:8]([C:5]1[CH:6]=[CH:7][C:2]([Br:1])=[CH:3][CH:4]=1)([C:19]([F:20])([F:21])[F:22])[CH2:9][C:10]([C:12]1[CH:17]=[CH:16][C:15]([CH3:18])=[CH:14][CH:13]=1)=[O:11], predict the reactants needed to synthesize it. The reactants are: [Br:1][C:2]1[CH:7]=[CH:6][C:5](/[C:8](/[C:19]([F:22])([F:21])[F:20])=[CH:9]/[C:10]([C:12]2[CH:17]=[CH:16][C:15]([CH3:18])=[CH:14][CH:13]=2)=[O:11])=[CH:4][CH:3]=1.[NH4+:23].[OH-].